This data is from Full USPTO retrosynthesis dataset with 1.9M reactions from patents (1976-2016). The task is: Predict the reactants needed to synthesize the given product. (1) Given the product [Cl:28][C:15]1[CH:14]=[C:13]([NH:12][C:9]2[C:10]3[S:11][C:3]([C:29]#[CH:30])=[CH:4][C:5]=3[N:6]=[CH:7][N:8]=2)[CH:18]=[CH:17][C:16]=1[O:19][CH2:20][C:21]1[CH:26]=[CH:25][CH:24]=[C:23]([F:27])[CH:22]=1, predict the reactants needed to synthesize it. The reactants are: Cl.Br[C:3]1[S:11][C:10]2[C:9]([NH:12][C:13]3[CH:18]=[CH:17][C:16]([O:19][CH2:20][C:21]4[CH:26]=[CH:25][CH:24]=[C:23]([F:27])[CH:22]=4)=[C:15]([Cl:28])[CH:14]=3)=[N:8][CH:7]=[N:6][C:5]=2[CH:4]=1.[CH2:29](N(CC)CC)[CH3:30].C[Si](C#C)(C)C.CCCC[N+](CCCC)(CCCC)CCCC.[F-]. (2) The reactants are: C(OC([N:8]1[CH2:13][CH2:12][CH:11]([N:14]([CH3:20])[CH:15]2[CH2:19][CH2:18][O:17][CH2:16]2)[CH2:10][CH2:9]1)=O)(C)(C)C.C(O)(C(F)(F)F)=O. Given the product [CH3:20][N:14]([CH:11]1[CH2:10][CH2:9][NH:8][CH2:13][CH2:12]1)[CH:15]1[CH2:19][CH2:18][O:17][CH2:16]1, predict the reactants needed to synthesize it. (3) Given the product [CH2:44]([C:46]1[O:50][C:49]([CH2:51][CH2:43][NH:39][C:37]([NH:36][C:21]2[S:22][C:23]([C:24]3[CH:29]=[CH:28][N:27]=[C:26]([N:30]4[CH2:31][CH2:32][O:33][CH2:34][CH2:35]4)[N:25]=3)=[C:19]([CH3:18])[N:20]=2)=[O:38])=[N:48][CH:47]=1)[CH3:45], predict the reactants needed to synthesize it. The reactants are: CNC(NC1SC(C2C=CN=CC=2)=C(C)N=1)=O.[CH3:18][C:19]1[N:20]=[C:21]([NH:36][C:37]([N:39]2[CH:43]=CN=C2)=[O:38])[S:22][C:23]=1[C:24]1[CH:29]=[CH:28][N:27]=[C:26]([N:30]2[CH2:35][CH2:34][O:33][CH2:32][CH2:31]2)[N:25]=1.[CH2:44]([C:46]1[O:50][C:49]([CH2:51]CN)=[N:48][CH:47]=1)[CH3:45]. (4) Given the product [O:9]1[C:11]2([CH2:16][CH2:15][N:14]([C:17]3[CH:22]=[CH:21][C:20]([N:23]4[CH2:27][C@H:26]([CH2:28][NH:29][C:30](=[O:32])[CH3:31])[O:25][C:24]4=[O:33])=[CH:19][C:18]=3[F:34])[CH2:13][CH2:12]2)[CH2:10][CH2:4]1, predict the reactants needed to synthesize it. The reactants are: [H-].[Na+].[I-].[CH3:4][S+](C)(C)=O.[O:9]1[C:11]2([CH2:16][CH2:15][N:14]([C:17]3[CH:22]=[CH:21][C:20]([N:23]4[CH2:27][C@@H:26]([CH2:28][NH:29][C:30](=[O:32])[CH3:31])[O:25][C:24]4=[O:33])=[CH:19][C:18]=3[F:34])[CH2:13][CH2:12]2)[CH2:10]1. (5) Given the product [F:39][C:2]([F:1])([F:40])[C:3]1[CH:38]=[CH:37][C:6]2=[N:7][N:8]([C:10]3[CH:11]=[C:12]([CH:19]=[C:20]([C:23]([C:25]4[CH:30]=[CH:29][CH:28]=[CH:27][CH:26]=4)([C:31]4[CH:36]=[CH:35][CH:34]=[CH:33][CH:32]=4)[CH3:24])[C:21]=3[OH:22])[CH2:13][CH2:14][C:15]([OH:17])=[O:16])[N:9]=[C:5]2[CH:4]=1, predict the reactants needed to synthesize it. The reactants are: [F:1][C:2]([F:40])([F:39])[C:3]1[CH:38]=[CH:37][C:6]2=[N:7][N:8]([C:10]3[CH:11]=[C:12]([CH:19]=[C:20]([C:23]([C:31]4[CH:36]=[CH:35][CH:34]=[CH:33][CH:32]=4)([C:25]4[CH:30]=[CH:29][CH:28]=[CH:27][CH:26]=4)[CH3:24])[C:21]=3[OH:22])[CH2:13][CH2:14][C:15]([O:17]C)=[O:16])[N:9]=[C:5]2[CH:4]=1.Cl. (6) Given the product [CH:1]([S:4]([N:7]1[C:11]2[CH:12]=[C:13]([C:16]3[N:17]=[C:18]([CH:35]=[O:36])[NH:19][C:20]=3[C:21]3[CH:22]=[CH:23][CH:24]=[CH:25][CH:26]=3)[CH:14]=[CH:15][C:10]=2[N:9]=[C:8]1[NH2:37])(=[O:5])=[O:6])([CH3:3])[CH3:2], predict the reactants needed to synthesize it. The reactants are: [CH:1]([S:4]([N:7]1[C:11]2[CH:12]=[C:13]([C:16]3[N:17]=[C:18]([CH:35]=[O:36])[N:19](COCC[Si](C)(C)C)[C:20]=3[C:21]3[CH:26]=[CH:25][CH:24]=[CH:23][CH:22]=3)[CH:14]=[CH:15][C:10]=2[N:9]=[C:8]1[NH2:37])(=[O:6])=[O:5])([CH3:3])[CH3:2]. (7) The reactants are: [Cl:1][C:2]1[S:6][C:5]([C:7](=[O:25])[CH:8]([CH2:14][C:15]2[CH:20]=[CH:19][C:18]([C:21]([F:24])([F:23])[F:22])=[CH:17][CH:16]=2)[C:9]([O:11][CH2:12][CH3:13])=[O:10])=[CH:4][CH:3]=1.Cl. Given the product [Cl:1][C:2]1[S:6][C:5]([CH:7]([OH:25])[CH:8]([CH2:14][C:15]2[CH:16]=[CH:17][C:18]([C:21]([F:22])([F:23])[F:24])=[CH:19][CH:20]=2)[C:9]([O:11][CH2:12][CH3:13])=[O:10])=[CH:4][CH:3]=1, predict the reactants needed to synthesize it. (8) Given the product [CH3:9][C:10]1[CH:11]=[C:12]([N:13]2[CH2:2][CH2:7][O:6][CH2:5][C:4]2=[O:3])[CH:14]=[CH:15][C:16]=1[N+:17]([O-:19])=[O:18], predict the reactants needed to synthesize it. The reactants are: Cl[C:2]1(Cl)[CH2:7][O:6][CH2:5][CH2:4][O:3]1.[CH3:9][C:10]1[CH:11]=[C:12]([CH:14]=[CH:15][C:16]=1[N+:17]([O-:19])=[O:18])[NH2:13].C(=O)([O-])[O-].[Cs+].[Cs+].